Dataset: Full USPTO retrosynthesis dataset with 1.9M reactions from patents (1976-2016). Task: Predict the reactants needed to synthesize the given product. (1) Given the product [CH2:15]([O:14][C:5]1[CH:6]=[CH:7][C:8]([C:10]([F:11])([F:12])[F:13])=[CH:9][C:4]=1[N+:1]([O-:3])=[O:2])[C:16]#[C:17][CH3:18], predict the reactants needed to synthesize it. The reactants are: [N+:1]([C:4]1[CH:9]=[C:8]([C:10]([F:13])([F:12])[F:11])[CH:7]=[CH:6][C:5]=1[OH:14])([O-:3])=[O:2].[CH2:15](OS(C)(=O)=O)[C:16]#[C:17][CH3:18].C([O-])([O-])=O.[Cs+].[Cs+]. (2) Given the product [NH2:6][C:7]1[C:8]([O:18][CH3:19])=[CH:9][C:10]([C:11]2[CH:12]=[CH:13][C:14]([F:17])=[CH:15][CH:16]=2)=[C:2]([Cl:1])[C:3]=1[C:4]([OH:21])=[O:28], predict the reactants needed to synthesize it. The reactants are: [Cl:1][C:2]1[C:10]([C:11]2[CH:16]=[CH:15][C:14]([F:17])=[CH:13][CH:12]=2)=[CH:9][C:8]([O:18][CH3:19])=[C:7]2[C:3]=1[C:4](=[O:21])C(=O)[NH:6]2.[OH-].[Na+].OO.C(O)(=[O:28])C.Cl. (3) The reactants are: Cl[CH2:2][C:3]1[CH:27]=[CH:26][C:6]([O:7][CH2:8][C:9]2[N:10]=[C:11]([C:15]3[CH:16]=[CH:17][C:18]([CH3:25])=[C:19]([CH:24]=3)[C:20]([O:22][CH3:23])=[O:21])[O:12][C:13]=2[CH3:14])=[C:5]([O:28][CH3:29])[CH:4]=1.[OH:30][C:31]1[C:35]([CH:36]=[O:37])=[CH:34][N:33]([C:38]2[CH:43]=[CH:42][CH:41]=[CH:40][CH:39]=2)[N:32]=1.C(=O)([O-])[O-].[K+].[K+].CN(C)C=O. Given the product [CH:36]([C:35]1[C:31]([O:30][CH2:2][C:3]2[CH:27]=[CH:26][C:6]([O:7][CH2:8][C:9]3[N:10]=[C:11]([C:15]4[CH:16]=[CH:17][C:18]([CH3:25])=[C:19]([CH:24]=4)[C:20]([O:22][CH3:23])=[O:21])[O:12][C:13]=3[CH3:14])=[C:5]([O:28][CH3:29])[CH:4]=2)=[N:32][N:33]([C:38]2[CH:43]=[CH:42][CH:41]=[CH:40][CH:39]=2)[CH:34]=1)=[O:37], predict the reactants needed to synthesize it. (4) The reactants are: Br[CH2:2][C:3]1[CH:8]=[CH:7][C:6]([S:9]([CH3:12])(=[O:11])=[O:10])=[CH:5][C:4]=1[Cl:13].[CH2:14]([O:16][C:17](=[O:22])[CH2:18][C:19](=[O:21])[CH3:20])[CH3:15]. Given the product [CH2:14]([O:16][C:17](=[O:22])[CH:18]([CH2:2][C:3]1[CH:8]=[CH:7][C:6]([S:9]([CH3:12])(=[O:11])=[O:10])=[CH:5][C:4]=1[Cl:13])[C:19](=[O:21])[CH3:20])[CH3:15], predict the reactants needed to synthesize it. (5) The reactants are: [F:1][C:2]1[CH:3]=[C:4]([OH:9])[CH:5]=[CH:6][C:7]=1[F:8].[Br:10][CH2:11][CH2:12][CH2:13]Br.C(=O)([O-])[O-].[K+].[K+]. Given the product [Br:10][CH2:11][CH2:12][CH2:13][O:9][C:4]1[CH:5]=[CH:6][C:7]([F:8])=[C:2]([F:1])[CH:3]=1, predict the reactants needed to synthesize it. (6) Given the product [Cl:1][C:2]1[CH:13]=[CH:12][C:5]([C:6]2[C:15]([C:17]3[CH:22]=[CH:21][CH:20]=[CH:19][CH:18]=3)=[CH:14][N:8]3[C:7]=2[CH2:11][CH2:10][CH2:9]3)=[CH:4][CH:3]=1, predict the reactants needed to synthesize it. The reactants are: [Cl:1][C:2]1[CH:13]=[CH:12][C:5]([CH2:6][C:7]2[CH2:11][CH2:10][CH2:9][N:8]=2)=[CH:4][CH:3]=1.[CH2:14](Br)[C:15]([C:17]1[CH:22]=[CH:21][CH:20]=[CH:19][CH:18]=1)=O.C([O-])(O)=O.[Na+]. (7) The reactants are: [F:1][C:2]1[CH:7]=[CH:6][C:5]([C:8]2[CH:16]=[C:15]3[C:11]([CH2:12][C:13](=[O:17])[NH:14]3)=[CH:10][CH:9]=2)=[CH:4][CH:3]=1.[CH:18]([C:20]1[NH:21][C:22]([CH3:30])=[CH:23][C:24]=1[CH2:25][CH2:26][C:27]([OH:29])=[O:28])=O. Given the product [F:1][C:2]1[CH:3]=[CH:4][C:5]([C:8]2[CH:16]=[C:15]3[C:11]([C:12](=[CH:18][C:20]4[NH:21][C:22]([CH3:30])=[CH:23][C:24]=4[CH2:25][CH2:26][C:27]([OH:29])=[O:28])[C:13](=[O:17])[NH:14]3)=[CH:10][CH:9]=2)=[CH:6][CH:7]=1, predict the reactants needed to synthesize it. (8) Given the product [C:11]([O:15][C:16]([N:18]1[CH2:23][CH2:22][CH:21]([CH:24]([NH2:38])[CH2:27][C:28]2[CH:33]=[C:32]([F:34])[CH:31]=[CH:30][C:29]=2[F:35])[CH2:20][CH2:19]1)=[O:17])([CH3:14])([CH3:13])[CH3:12], predict the reactants needed to synthesize it. The reactants are: C[Si](C)(C)[N-][Si](C)(C)C.[Li+].[C:11]([O:15][C:16]([N:18]1[CH2:23][CH2:22][CH:21]([CH:24]=O)[CH2:20][CH2:19]1)=[O:17])([CH3:14])([CH3:13])[CH3:12].Br[CH2:27][C:28]1[CH:33]=[C:32]([F:34])[CH:31]=[CH:30][C:29]=1[F:35].[Li].[Cl-].[NH4+:38]. (9) Given the product [F:12][C:11]([F:14])([F:13])[C:9]1[NH:8][C:4]2[N:5]=[CH:6][CH:7]=[C:2]([C:15]#[N:16])[C:3]=2[CH:10]=1, predict the reactants needed to synthesize it. The reactants are: Cl[C:2]1[CH:7]=[CH:6][N:5]=[C:4]2[NH:8][C:9]([C:11]([F:14])([F:13])[F:12])=[CH:10][C:3]=12.[CH3:15][N:16](C=O)C.